From a dataset of NCI-60 drug combinations with 297,098 pairs across 59 cell lines. Regression. Given two drug SMILES strings and cell line genomic features, predict the synergy score measuring deviation from expected non-interaction effect. Synergy scores: CSS=-12.1, Synergy_ZIP=5.81, Synergy_Bliss=1.12, Synergy_Loewe=-9.48, Synergy_HSA=-9.28. Drug 1: CC12CCC3C(C1CCC2O)C(CC4=C3C=CC(=C4)O)CCCCCCCCCS(=O)CCCC(C(F)(F)F)(F)F. Cell line: HCC-2998. Drug 2: COC1=NC(=NC2=C1N=CN2C3C(C(C(O3)CO)O)O)N.